From a dataset of Catalyst prediction with 721,799 reactions and 888 catalyst types from USPTO. Predict which catalyst facilitates the given reaction. (1) The catalyst class is: 20. Product: [N:1]1([C:6]2[N:11]=[CH:10][C:9]([C:12]([OH:14])=[O:13])=[CH:8][CH:7]=2)[CH:5]=[CH:4][CH:3]=[N:2]1. Reactant: [N:1]1([C:6]2[N:11]=[CH:10][C:9]([C:12]([O:14]CC)=[O:13])=[CH:8][CH:7]=2)[CH:5]=[CH:4][CH:3]=[N:2]1.[OH-].[Li+]. (2) Reactant: C([O:4][C@@H:5]1[C@H:9]([O:10]C(=O)C)[C@@H:8]([C:14]#[CH:15])[O:7][C@H:6]1[N:16]1[CH:24]=[N:23][C:22]2[C:17]1=[N:18][CH:19]=[N:20][C:21]=2[NH:25][C:26]1[CH:31]=[CH:30][C:29]([F:32])=[CH:28][C:27]=1[F:33])(=O)C.C(N)(C)(C)C. Product: [F:33][C:27]1[CH:28]=[C:29]([F:32])[CH:30]=[CH:31][C:26]=1[NH:25][C:21]1[N:20]=[CH:19][N:18]=[C:17]2[C:22]=1[N:23]=[CH:24][N:16]2[C@H:6]1[C@H:5]([OH:4])[C@H:9]([OH:10])[C@@H:8]([C:14]#[CH:15])[O:7]1. The catalyst class is: 5. (3) Reactant: C(OC([NH:8][CH2:9][C:10]([NH:12][C@@H:13]([C:21]([OH:23])=O)[CH2:14][CH:15]1[CH2:20][CH2:19][CH2:18][CH2:17][CH2:16]1)=[O:11])=O)(C)(C)C.CN1CCOCC1.[NH2:31][CH2:32][C:33]([O:35]C(C)(C)C)=[O:34].CN(C(ON1N=NC2C=CC=CC1=2)=[N+](C)C)C.[B-](F)(F)(F)F. Product: [NH2:8][CH2:9][C:10]([NH:12][C@@H:13]([C:21]([NH:31][CH2:32][C:33]([OH:35])=[O:34])=[O:23])[CH2:14][CH:15]1[CH2:16][CH2:17][CH2:18][CH2:19][CH2:20]1)=[O:11]. The catalyst class is: 2. (4) Reactant: [F:1][C:2]1[CH:9]=[C:8]([F:10])[CH:7]=[CH:6][C:3]=1[C:4]#[N:5].CCN(C(C)C)C(C)C.Cl.[NH2:21][OH:22]. Product: [OH:22][NH:21][C:4](=[NH:5])[C:3]1[CH:6]=[CH:7][C:8]([F:10])=[CH:9][C:2]=1[F:1]. The catalyst class is: 14. (5) The catalyst class is: 3. Product: [CH2:1]([N:3]1[CH2:8][C:7]([CH3:9])([CH3:10])[O:6][C:5](=[O:11])[CH:4]1[CH2:12][C:13]([NH:55][CH2:54][C:53]1[CH:56]=[CH:57][C:50]([CH3:49])=[CH:51][CH:52]=1)=[O:15])[CH3:2]. Reactant: [CH2:1]([N:3]1[CH2:8][C:7]([CH3:10])([CH3:9])[O:6][C:5](=[O:11])[CH:4]1[CH2:12][C:13]([OH:15])=O)[CH3:2].C(N(C(C)C)CC)(C)C.CN(C(ON1N=NC2C=CC=NC1=2)=[N+](C)C)C.F[P-](F)(F)(F)(F)F.[CH3:49][C:50]1[CH:57]=[CH:56][C:53]([CH2:54][NH2:55])=[CH:52][CH:51]=1. (6) Reactant: CC1(C)C(C)(C)OB([C:9]2[CH:29]=[CH:28][C:12]([C:13]([N:15]3[CH2:20][CH2:19][N:18]([C:21]([O:23][C:24]([CH3:27])([CH3:26])[CH3:25])=[O:22])[CH2:17][CH2:16]3)=[O:14])=[CH:11][CH:10]=2)O1.Cl[C:32]1[CH:40]=[C:35]2[CH:36]=[CH:37][CH:38]=[CH:39][N:34]2[N:33]=1.C1(P(C2CCCCC2)C2C=CC=CC=2C2C(C(C)C)=CC(C(C)C)=CC=2C(C)C)CCCCC1.C(=O)([O-])[O-].[Cs+].[Cs+]. Product: [N:33]1[N:34]2[CH:39]=[CH:38][CH:37]=[CH:36][C:35]2=[CH:40][C:32]=1[C:9]1[CH:29]=[CH:28][C:12]([C:13]([N:15]2[CH2:16][CH2:17][N:18]([C:21]([O:23][C:24]([CH3:25])([CH3:27])[CH3:26])=[O:22])[CH2:19][CH2:20]2)=[O:14])=[CH:11][CH:10]=1. The catalyst class is: 333. (7) Reactant: [Br:1][C:2]1[C:14]2[C:13]3[C:8](=[CH:9][C:10]([CH2:15][OH:16])=[CH:11][CH:12]=3)[NH:7][C:6]=2[C:5]([C:17]([NH2:19])=[O:18])=[CH:4][CH:3]=1.S(Cl)(Cl)=O.[CH3:24]O.C[O-].[Na+]. Product: [Br:1][C:2]1[C:14]2[C:13]3[C:8](=[CH:9][C:10]([CH2:15][O:16][CH3:24])=[CH:11][CH:12]=3)[NH:7][C:6]=2[C:5]([C:17]([NH2:19])=[O:18])=[CH:4][CH:3]=1. The catalyst class is: 49. (8) Reactant: [NH2:1][CH:2]([C:8]1([S:21][CH2:22][CH2:23][OH:24])[CH2:13][CH2:12][N:11]([CH2:14][C:15]2[CH:20]=[CH:19][CH:18]=[CH:17][CH:16]=2)[CH2:10][CH2:9]1)[C:3]([O:5][CH2:6][CH3:7])=[O:4].[CH2:25]([O:29][C:30]1[CH:35]=[CH:34][C:33]([S:36](Cl)(=[O:38])=[O:37])=[CH:32][CH:31]=1)[C:26]#[C:27][CH3:28].C(N(CC)C(C)C)(C)C. Product: [CH2:14]([N:11]1[CH2:12][CH2:13][C:8]([CH:2]([NH:1][S:36]([C:33]2[CH:32]=[CH:31][C:30]([O:29][CH2:25][C:26]#[C:27][CH3:28])=[CH:35][CH:34]=2)(=[O:38])=[O:37])[C:3]([O:5][CH2:6][CH3:7])=[O:4])([S:21][CH2:22][CH2:23][OH:24])[CH2:9][CH2:10]1)[C:15]1[CH:20]=[CH:19][CH:18]=[CH:17][CH:16]=1. The catalyst class is: 4.